Task: Predict which catalyst facilitates the given reaction.. Dataset: Catalyst prediction with 721,799 reactions and 888 catalyst types from USPTO (1) Reactant: [NH2:1][C:2]1[CH:3]=[C:4]([CH:7]=[CH:8][C:9]=1[OH:10])[C:5]#[N:6].O.C(=O)(O)[O-].[Na+].Cl[CH2:18][C:19](Cl)=[O:20]. Product: [O:20]=[C:19]1[NH:1][C:2]2[CH:3]=[C:4]([C:5]#[N:6])[CH:7]=[CH:8][C:9]=2[O:10][CH2:18]1. The catalyst class is: 21. (2) The catalyst class is: 9. Reactant: Cl.[N+:2]([C:5]1[N:10]=[CH:9][C:8]([C:11]2[CH2:12][CH2:13][NH:14][CH2:15][CH:16]=2)=[CH:7][CH:6]=1)([O-:4])=[O:3].Cl[C:18]1[N:23]=[CH:22][CH:21]=[CH:20][N:19]=1.C(=O)([O-])[O-].[K+].[K+].O. Product: [N+:2]([C:5]1[N:10]=[CH:9][C:8]([C:11]2[CH2:12][CH2:13][N:14]([C:18]3[N:23]=[CH:22][CH:21]=[CH:20][N:19]=3)[CH2:15][CH:16]=2)=[CH:7][CH:6]=1)([O-:4])=[O:3]. (3) Reactant: [Br:1][C:2]1[CH:3]=[CH:4][C:5](F)=[C:6]([CH:9]=1)[CH:7]=[O:8].Cl.[CH3:12][CH:13]1[CH:17]([CH3:18])[CH2:16][NH:15][CH2:14]1.C(=O)([O-])[O-].[Na+].[Na+]. Product: [Br:1][C:2]1[CH:3]=[CH:4][C:5]([N:15]2[CH2:16][CH:17]([CH3:18])[CH:13]([CH3:12])[CH2:14]2)=[C:6]([CH:9]=1)[CH:7]=[O:8]. The catalyst class is: 58. (4) Reactant: C(C1NC=CC=1)(OC(C)(C)C)=O.[C:13]([O:17][C:18]([NH:20][C:21]1[CH:22]=[C:23]([C:27]([NH:29][C:30]2[CH:31]=[C:32]([C:36]([NH:38][C:39]3[CH:40]=[C:41]([C:45]([O:47]C)=[O:46])[N:42]([CH3:44])[CH:43]=3)=[O:37])[N:33]([CH3:35])[CH:34]=2)=[O:28])[N:24]([CH3:26])[CH:25]=1)=[O:19])([CH3:16])([CH3:15])[CH3:14].[OH-].[Na+]. Product: [C:13]([O:17][C:18]([NH:20][C:21]1[CH:22]=[C:23]([C:27]([NH:29][C:30]2[CH:31]=[C:32]([C:36]([NH:38][C:39]3[CH:40]=[C:41]([C:45]([OH:47])=[O:46])[N:42]([CH3:44])[CH:43]=3)=[O:37])[N:33]([CH3:35])[CH:34]=2)=[O:28])[N:24]([CH3:26])[CH:25]=1)=[O:19])([CH3:16])([CH3:14])[CH3:15]. The catalyst class is: 275. (5) Reactant: [Cl:1][C:2]1[CH:7]=[CH:6][C:5]([CH:8]2[CH2:13][C:12](=[O:14])[NH:11][C:10]([CH3:15])=[C:9]2[C:16]([OH:18])=O)=[C:4]([F:19])[CH:3]=1.[Cl:20][C:21]1[C:29]2[C:24](=[CH:25][CH:26]=[C:27]([NH2:30])[CH:28]=2)[NH:23][N:22]=1.N=C=N. Product: [Cl:1][C:2]1[CH:7]=[CH:6][C:5]([CH:8]2[CH2:13][C:12](=[O:14])[NH:11][C:10]([CH3:15])=[C:9]2[C:16]([NH:30][C:27]2[CH:28]=[C:29]3[C:24](=[CH:25][CH:26]=2)[NH:23][N:22]=[C:21]3[Cl:20])=[O:18])=[C:4]([F:19])[CH:3]=1. The catalyst class is: 3. (6) Reactant: [N:1]1([CH2:6][CH2:7][O:8][C:9]2[CH:14]=[CH:13][C:12]([NH:15][CH2:16][C:17]3[CH:22]=[CH:21][CH:20]=[C:19]([O:23][CH:24]4[CH2:29][CH2:28][CH2:27][CH2:26][O:25]4)[CH:18]=3)=[CH:11][CH:10]=2)[CH2:5][CH2:4][CH2:3][CH2:2]1.C(N(CC)CC)C.[Cl:37][C:38]1[CH:46]=[C:45]([Cl:47])[CH:44]=[C:43]([Cl:48])[C:39]=1[C:40](Cl)=[O:41]. Product: [Cl:37][C:38]1[CH:46]=[C:45]([Cl:47])[CH:44]=[C:43]([Cl:48])[C:39]=1[C:40]([N:15]([C:12]1[CH:13]=[CH:14][C:9]([O:8][CH2:7][CH2:6][N:1]2[CH2:2][CH2:3][CH2:4][CH2:5]2)=[CH:10][CH:11]=1)[CH2:16][C:17]1[CH:22]=[CH:21][CH:20]=[C:19]([O:23][CH:24]2[CH2:29][CH2:28][CH2:27][CH2:26][O:25]2)[CH:18]=1)=[O:41]. The catalyst class is: 2. (7) Reactant: [CH3:1][O:2][C:3]([C:5]1[CH:10]=[N:9][C:8]([OH:11])=[CH:7][N:6]=1)=[O:4].C(=O)([O-])[O-].[K+].[K+].Cl[C:19]([F:24])([F:23])C([O-])=O.[Na+]. Product: [CH3:1][O:2][C:3]([C:5]1[CH:10]=[N:9][C:8]([O:11][CH:19]([F:24])[F:23])=[CH:7][N:6]=1)=[O:4]. The catalyst class is: 3.